This data is from NCI-60 drug combinations with 297,098 pairs across 59 cell lines. The task is: Regression. Given two drug SMILES strings and cell line genomic features, predict the synergy score measuring deviation from expected non-interaction effect. (1) Drug 1: C1=CC(=CC=C1CCCC(=O)O)N(CCCl)CCCl. Cell line: ACHN. Drug 2: C(CC(=O)O)C(=O)CN.Cl. Synergy scores: CSS=35.0, Synergy_ZIP=-0.614, Synergy_Bliss=1.03, Synergy_Loewe=-10.5, Synergy_HSA=0.505. (2) Drug 1: C1C(C(OC1N2C=C(C(=O)NC2=O)F)CO)O. Drug 2: CCC1(CC2CC(C3=C(CCN(C2)C1)C4=CC=CC=C4N3)(C5=C(C=C6C(=C5)C78CCN9C7C(C=CC9)(C(C(C8N6C=O)(C(=O)OC)O)OC(=O)C)CC)OC)C(=O)OC)O.OS(=O)(=O)O. Cell line: MOLT-4. Synergy scores: CSS=98.1, Synergy_ZIP=-0.836, Synergy_Bliss=-0.494, Synergy_Loewe=-1.10, Synergy_HSA=0.0501. (3) Drug 1: C1=CN(C=N1)CC(O)(P(=O)(O)O)P(=O)(O)O. Cell line: SN12C. Synergy scores: CSS=-0.185, Synergy_ZIP=0.894, Synergy_Bliss=-0.409, Synergy_Loewe=-0.341, Synergy_HSA=-1.56. Drug 2: C1CC(=O)NC(=O)C1N2C(=O)C3=CC=CC=C3C2=O.